From a dataset of Full USPTO retrosynthesis dataset with 1.9M reactions from patents (1976-2016). Predict the reactants needed to synthesize the given product. (1) Given the product [O:22]1[CH2:23][CH2:24][CH:19]([NH:18][C:2]2[N:7]=[CH:6][C:5]([C:8]([OH:10])=[O:9])=[CH:4][N:3]=2)[CH2:20][CH2:21]1, predict the reactants needed to synthesize it. The reactants are: Cl[C:2]1[N:7]=[CH:6][C:5]([C:8]([OH:10])=[O:9])=[CH:4][N:3]=1.CCN(CC)CC.[NH2:18][CH:19]1[CH2:24][CH2:23][O:22][CH2:21][CH2:20]1. (2) Given the product [CH2:1]([C:3]1[N:4]([C:28]2[CH:33]=[CH:32][C:31]([O:34][CH:38]3[CH2:39][CH2:40][O:35][CH2:36][CH2:37]3)=[CH:30][CH:29]=2)[C:5](=[O:27])[C:6]([CH2:12][C:13]2[CH:18]=[CH:17][C:16]([C:19]3[CH:24]=[CH:23][CH:22]=[CH:21][C:20]=3[C:25]3[NH:62][C:63](=[O:64])[O:65][N:26]=3)=[CH:15][CH:14]=2)=[C:7]([CH2:9][CH2:10][CH3:11])[N:8]=1)[CH3:2], predict the reactants needed to synthesize it. The reactants are: [CH2:1]([C:3]1[N:4]([C:28]2[CH:33]=[CH:32][C:31]([OH:34])=[CH:30][CH:29]=2)[C:5](=[O:27])[C:6]([CH2:12][C:13]2[CH:18]=[CH:17][C:16]([C:19]3[C:20]([C:25]#[N:26])=[CH:21][CH:22]=[CH:23][CH:24]=3)=[CH:15][CH:14]=2)=[C:7]([CH2:9][CH2:10][CH3:11])[N:8]=1)[CH3:2].[O:35]1[CH2:40][CH2:39][CH:38](O)[CH2:37][CH2:36]1.C1(P(C2C=CC=CC=2)C2C=CC=CC=2)C=CC=CC=1.[N:62]([C:63]([O:65]C(C)C)=[O:64])=[N:62][C:63]([O:65]C(C)C)=[O:64]. (3) Given the product [OH:34][C:23]1[C:24]2[CH:25]=[CH:26][CH:27]=[C:18]([S:15]([N:12]3[CH2:13][CH2:14][CH:10]([NH:8][CH3:9])[CH2:11]3)(=[O:17])=[O:16])[C:19]=2[C:20]([Br:29])=[CH:21][N:22]=1.[ClH:28], predict the reactants needed to synthesize it. The reactants are: C(OC([N:8]([CH:10]1[CH2:14][CH2:13][N:12]([S:15]([C:18]2[C:19]3[C:20]([Br:29])=[CH:21][N:22]=[C:23]([Cl:28])[C:24]=3[CH:25]=[CH:26][CH:27]=2)(=[O:17])=[O:16])[CH2:11]1)[CH3:9])=O)(C)(C)C.C([O:34]C(N(C1CCNC1)C)=O)(C)(C)C.C(OC(N([C@H]1CCNC1)C)=O)(C)(C)C.